From a dataset of Forward reaction prediction with 1.9M reactions from USPTO patents (1976-2016). Predict the product of the given reaction. (1) Given the reactants [F:1][C:2]1[CH:7]=[CH:6][C:5]([C:8]2([C:14]([OH:16])=O)[CH2:13][CH2:12][CH2:11][CH2:10][CH2:9]2)=[CH:4][CH:3]=1.[CH3:17][NH2:18], predict the reaction product. The product is: [F:1][C:2]1[CH:7]=[CH:6][C:5]([C:8]2([C:14]([NH:18][CH3:17])=[O:16])[CH2:13][CH2:12][CH2:11][CH2:10][CH2:9]2)=[CH:4][CH:3]=1. (2) The product is: [O:1]1[C:5]2[CH:6]=[CH:7][CH:8]=[C:9]([NH:10][C:11]3[C:20]4[C:15](=[C:16]([CH3:23])[N:17]=[C:18]([S:21]([CH3:22])=[O:28])[CH:19]=4)[N:14]=[CH:13][C:12]=3[C:24]([NH2:26])=[O:25])[C:4]=2[CH2:3][CH2:2]1. Given the reactants [O:1]1[C:5]2[CH:6]=[CH:7][CH:8]=[C:9]([NH:10][C:11]3[C:20]4[C:15](=[C:16]([CH3:23])[N:17]=[C:18]([S:21][CH3:22])[CH:19]=4)[N:14]=[CH:13][C:12]=3[C:24]([NH2:26])=[O:25])[C:4]=2[CH2:3][CH2:2]1.I([O-])(=O)(=O)=[O:28].[Na+].OOS([O-])=O.[K+], predict the reaction product. (3) The product is: [C:41]([O:40][C:39]([N:38]([CH2:37][C:32]1[CH:33]=[CH:34][CH:35]=[C:36]2[C:31]=1[NH:30][CH:29]=[C:28]2/[CH:26]=[C:7]1\[O:8][C:4]2[C:3]([CH2:12][N:13]3[CH2:14][CH2:15][N:16]([C:19]([O:21][C:22]([CH3:25])([CH3:24])[CH3:23])=[O:20])[CH2:17][CH2:18]3)=[C:2]([OH:1])[CH:11]=[CH:10][C:5]=2[C:6]\1=[O:9])[CH3:46])=[O:45])([CH3:44])([CH3:43])[CH3:42]. Given the reactants [OH:1][C:2]1[CH:11]=[CH:10][C:5]2[C:6](=[O:9])[CH2:7][O:8][C:4]=2[C:3]=1[CH2:12][N:13]1[CH2:18][CH2:17][N:16]([C:19]([O:21][C:22]([CH3:25])([CH3:24])[CH3:23])=[O:20])[CH2:15][CH2:14]1.[CH:26]([C:28]1[C:36]2[C:31](=[C:32]([CH2:37][N:38]([CH3:46])[C:39](=[O:45])[O:40][C:41]([CH3:44])([CH3:43])[CH3:42])[CH:33]=[CH:34][CH:35]=2)[NH:30][CH:29]=1)=O, predict the reaction product. (4) Given the reactants F[B-](F)(F)F.N1(O[C:16](N(C)C)=[N+:17](C)[CH3:18])C2C=CC=CC=2N=N1.C(O)(=O)C1C=CC=CC=1.[N:32]1[C:36]2[CH:37]=[CH:38][C:39]([C:41]([N:43]3[CH2:50][CH2:49][C@:48]4([CH3:53])[C@H:51]([CH3:52])[C@H:44]3[CH2:45][C:46]3[CH:57]=[CH:56][C:55]([C:58]([OH:60])=O)=[CH:54][C:47]=34)=[O:42])=[CH:40][C:35]=2[NH:34][CH:33]=1.C(N(C(C)C)C(C)C)C.CNC, predict the reaction product. The product is: [CH3:16][N:17]([CH3:18])[C:58]([C:55]1[CH:56]=[CH:57][C:46]2[CH2:45][C@@H:44]3[C@@H:51]([CH3:52])[C@:48]([CH3:53])([C:47]=2[CH:54]=1)[CH2:49][CH2:50][N:43]3[C:41]([C:39]1[CH:38]=[CH:37][C:36]2[N:32]=[CH:33][NH:34][C:35]=2[CH:40]=1)=[O:42])=[O:60]. (5) Given the reactants [C:1]1([C@H:7]([NH2:9])[CH3:8])[CH:6]=[CH:5][CH:4]=[CH:3][CH:2]=1.[C:10]1(/[CH:20]=[CH:21]/[CH:22]=O)[C:19]2[C:14](=[CH:15][CH:16]=[CH:17][CH:18]=2)[CH:13]=[CH:12][CH:11]=1.[BH4-].[Na+], predict the reaction product. The product is: [C:10]1(/[CH:20]=[CH:21]/[CH2:22][NH:9][C@@H:7]([C:1]2[CH:6]=[CH:5][CH:4]=[CH:3][CH:2]=2)[CH3:8])[C:19]2[C:14](=[CH:15][CH:16]=[CH:17][CH:18]=2)[CH:13]=[CH:12][CH:11]=1. (6) Given the reactants [Cl:1][C:2]1[CH:11]=[C:10]2[C:5]([CH:6]=[CH:7][C:8]([CH3:12])=[N:9]2)=[C:4]([N:13]2[CH2:18][CH2:17][N:16]([CH2:19][C:20]([C:22]3[CH:23]=[CH:24][C:25]4[O:30][CH2:29][C:28](=[O:31])[NH:27][C:26]=4[CH:32]=3)=[O:21])[CH2:15][CH2:14]2)[CH:3]=1.[BH4-].[Na+], predict the reaction product. The product is: [Cl:1][C:2]1[CH:11]=[C:10]2[C:5]([CH:6]=[CH:7][C:8]([CH3:12])=[N:9]2)=[C:4]([N:13]2[CH2:14][CH2:15][N:16]([CH2:19][CH:20]([C:22]3[CH:23]=[CH:24][C:25]4[O:30][CH2:29][C:28](=[O:31])[NH:27][C:26]=4[CH:32]=3)[OH:21])[CH2:17][CH2:18]2)[CH:3]=1. (7) Given the reactants C[O:2][C:3]1[CH:4]=[C:5]2[C:28](=[CH:29][CH:30]=1)[C:9]1=[N:10][O:11][C:12]([C:13]3[O:17][N:16]=[C:15]([C:18]4[CH:23]=[CH:22][CH:21]=[CH:20][CH:19]=4)[C:14]=3[C:24]([F:27])([F:26])[F:25])=[C:8]1[CH2:7][CH2:6]2, predict the reaction product. The product is: [C:18]1([C:15]2[C:14]([C:24]([F:27])([F:26])[F:25])=[C:13]([C:12]3[O:11][N:10]=[C:9]4[C:28]5[C:5]([CH2:6][CH2:7][C:8]=34)=[CH:4][C:3]([OH:2])=[CH:30][CH:29]=5)[O:17][N:16]=2)[CH:23]=[CH:22][CH:21]=[CH:20][CH:19]=1.